This data is from NCI-60 drug combinations with 297,098 pairs across 59 cell lines. The task is: Regression. Given two drug SMILES strings and cell line genomic features, predict the synergy score measuring deviation from expected non-interaction effect. (1) Drug 1: COC1=CC(=CC(=C1O)OC)C2C3C(COC3=O)C(C4=CC5=C(C=C24)OCO5)OC6C(C(C7C(O6)COC(O7)C8=CC=CS8)O)O. Drug 2: CC1C(C(=O)NC(C(=O)N2CCCC2C(=O)N(CC(=O)N(C(C(=O)O1)C(C)C)C)C)C(C)C)NC(=O)C3=C4C(=C(C=C3)C)OC5=C(C(=O)C(=C(C5=N4)C(=O)NC6C(OC(=O)C(N(C(=O)CN(C(=O)C7CCCN7C(=O)C(NC6=O)C(C)C)C)C)C(C)C)C)N)C. Cell line: DU-145. Synergy scores: CSS=25.4, Synergy_ZIP=1.16, Synergy_Bliss=1.29, Synergy_Loewe=1.85, Synergy_HSA=0.967. (2) Drug 1: CCCS(=O)(=O)NC1=C(C(=C(C=C1)F)C(=O)C2=CNC3=C2C=C(C=N3)C4=CC=C(C=C4)Cl)F. Drug 2: C1=CC(=C2C(=C1NCCNCCO)C(=O)C3=C(C=CC(=C3C2=O)O)O)NCCNCCO. Cell line: HL-60(TB). Synergy scores: CSS=67.6, Synergy_ZIP=12.8, Synergy_Bliss=6.58, Synergy_Loewe=-30.3, Synergy_HSA=2.89.